This data is from Peptide-MHC class II binding affinity with 134,281 pairs from IEDB. The task is: Regression. Given a peptide amino acid sequence and an MHC pseudo amino acid sequence, predict their binding affinity value. This is MHC class II binding data. (1) The peptide sequence is YKRTDIVEVDRDTAR. The MHC is DRB4_0103 with pseudo-sequence DRB4_0103. The binding affinity (normalized) is 0.309. (2) The peptide sequence is KQIANELNYILWENN. The MHC is DRB1_1501 with pseudo-sequence DRB1_1501. The binding affinity (normalized) is 0.500. (3) The peptide sequence is GELQIEDKIDAAFKI. The MHC is DRB3_0202 with pseudo-sequence DRB3_0202. The binding affinity (normalized) is 0.119. (4) The MHC is DRB4_0101 with pseudo-sequence DRB4_0103. The peptide sequence is LVVRMYLSSQAIRLV. The binding affinity (normalized) is 0.840. (5) The peptide sequence is VWLAYKVAAAGVSYHDRR. The MHC is DRB1_0101 with pseudo-sequence DRB1_0101. The binding affinity (normalized) is 0.627. (6) The peptide sequence is STIFPFRRLFMVAEV. The MHC is DRB4_0101 with pseudo-sequence DRB4_0103. The binding affinity (normalized) is 0.740.